From a dataset of Forward reaction prediction with 1.9M reactions from USPTO patents (1976-2016). Predict the product of the given reaction. (1) Given the reactants [NH:1]1[C@@H:10]2[C@@H:5]([CH2:6][CH2:7][CH2:8][CH2:9]2)[NH:4][CH2:3][CH2:2]1.[H-].[Na+].[F:13][C:14]([F:25])([F:24])[CH2:15]OS(C(F)(F)F)(=O)=O, predict the reaction product. The product is: [F:13][C:14]([F:25])([F:24])[CH2:15][N:1]1[CH:10]2[CH:5]([CH2:6][CH2:7][CH2:8][CH2:9]2)[NH:4][CH2:3][CH2:2]1. (2) The product is: [F:10][C:11]([F:25])([C:21]([F:22])([F:24])[F:23])[C:12]([F:19])([F:20])[C:13]([O:16][CH3:17])([F:15])[F:14]. Given the reactants BrC(F)(F)C(Cl)(F)C=C.[F:10][C:11]([F:25])([C:21]([F:24])([F:23])[F:22])[C:12]([F:20])([F:19])[C:13]([O:16][CH2:17]C)([F:15])[F:14], predict the reaction product.